From a dataset of Kir2.1 potassium channel HTS with 301,493 compounds. Binary Classification. Given a drug SMILES string, predict its activity (active/inactive) in a high-throughput screening assay against a specified biological target. (1) The drug is s1c(c2CC(CC(=O)c2c1SC)(C)C)C(OC(C)C)=O. The result is 0 (inactive). (2) The compound is S(=O)(=O)(N1CCOCC1)c1cc([N+]([O-])=O)c(N\N=C\C(CCCCC)=C/c2ccccc2)cc1. The result is 0 (inactive). (3) The molecule is n12nnnc2c2c(CC1(C)C)cccc2. The result is 0 (inactive). (4) The molecule is S(CC(=O)N1CCN(CC1)c1ccc(OC)cc1)c1ncnc2scc(c12)c1ccc(cc1)C. The result is 0 (inactive).